From a dataset of NCI-60 drug combinations with 297,098 pairs across 59 cell lines. Regression. Given two drug SMILES strings and cell line genomic features, predict the synergy score measuring deviation from expected non-interaction effect. Drug 1: CC1=C(C(=O)C2=C(C1=O)N3CC4C(C3(C2COC(=O)N)OC)N4)N. Drug 2: N.N.Cl[Pt+2]Cl. Cell line: PC-3. Synergy scores: CSS=63.9, Synergy_ZIP=-6.52, Synergy_Bliss=-2.23, Synergy_Loewe=2.47, Synergy_HSA=3.78.